The task is: Predict the reaction yield, written as a fraction of the theoretical maximum amount of product (1.0 means a 100% yield; for example, 0.34 means a 34% yield).. This data is from Reaction yield outcomes from USPTO patents with 853,638 reactions. (1) The reactants are [Cl:1][C:2]1[C:7]([CH:8]([OH:16])[C:9]#[C:10][C:11]([O:13][CH2:14][CH3:15])=[O:12])=[CH:6][N:5]=[C:4]([S:17][CH3:18])[N:3]=1.C(N(CC)CC)C. The catalyst is O1CCOCC1. The product is [Cl:1][C:2]1[C:7]([C:8](=[O:16])[CH:9]=[CH:10][C:11]([O:13][CH2:14][CH3:15])=[O:12])=[CH:6][N:5]=[C:4]([S:17][CH3:18])[N:3]=1. The yield is 0.990. (2) The reactants are [CH3:1][N:2]1[CH:6]=[C:5]([C:7]2[CH:12]=[C:11]([O:13][C:14]3[CH:15]=[CH:16][C:17]([NH2:20])=[N:18][CH:19]=3)[CH:10]=[CH:9][N:8]=2)[CH:4]=[N:3]1.[CH3:21][C:22]1([CH3:37])[CH2:27][CH:26]([N:28]2[CH2:32][CH2:31][N:30]([C:33](Cl)=[O:34])[C:29]2=[O:36])[CH2:25][CH2:24][O:23]1. The catalyst is C(Cl)Cl. The product is [CH3:21][C:22]1([CH3:37])[CH2:27][CH:26]([N:28]2[CH2:32][CH2:31][N:30]([C:33]([NH:20][C:17]3[CH:16]=[CH:15][C:14]([O:13][C:11]4[CH:10]=[CH:9][N:8]=[C:7]([C:5]5[CH:4]=[N:3][N:2]([CH3:1])[CH:6]=5)[CH:12]=4)=[CH:19][N:18]=3)=[O:34])[C:29]2=[O:36])[CH2:25][CH2:24][O:23]1. The yield is 0.670. (3) The reactants are [CH3:1][N:2]1[CH:6]=[C:5](B(O)O)[C:4]([C:10]([F:13])([F:12])[F:11])=[N:3]1.[Cl:14][C:15]1[CH:20]=[CH:19][C:18](I)=[CH:17][CH:16]=1.[O-]P([O-])([O-])=O.[K+].[K+].[K+]. The catalyst is O1CCOCC1.O. The product is [Cl:14][C:15]1[CH:20]=[CH:19][C:18]([C:5]2[C:4]([C:10]([F:13])([F:12])[F:11])=[N:3][N:2]([CH3:1])[CH:6]=2)=[CH:17][CH:16]=1. The yield is 0.640.